This data is from Forward reaction prediction with 1.9M reactions from USPTO patents (1976-2016). The task is: Predict the product of the given reaction. (1) Given the reactants [CH3:1][C:2]1[O:3][C:4]([C:7]2[CH:12]=[C:11]([C:13]([F:16])([F:15])[F:14])[CH:10]=[C:9]([N+:17]([O-])=O)[CH:8]=2)=[N:5][N:6]=1, predict the reaction product. The product is: [CH3:1][C:2]1[O:3][C:4]([C:7]2[CH:8]=[C:9]([CH:10]=[C:11]([C:13]([F:16])([F:14])[F:15])[CH:12]=2)[NH2:17])=[N:5][N:6]=1. (2) Given the reactants Br[C:2]1[CH:3]=[C:4]2[C:9](=[CH:10][CH:11]=1)[C:8](=[O:12])[CH2:7][CH2:6][CH2:5]2.[CH3:13]B(O)O.C1C=CC(P(C2C=CC=CC=2)C2C=CC=CC=2)=CC=1.[O-]P([O-])([O-])=O.[K+].[K+].[K+], predict the reaction product. The product is: [CH3:13][C:2]1[CH:3]=[C:4]2[C:9](=[CH:10][CH:11]=1)[C:8](=[O:12])[CH2:7][CH2:6][CH2:5]2. (3) Given the reactants C(OC([N:8]1[CH2:17][CH2:16][C:15]2[NH:14][N:13]=[C:12]([C:18]3[CH:23]=[CH:22][C:21]([Cl:24])=[CH:20][CH:19]=3)[C:11]=2[CH2:10][CH2:9]1)=O)(C)(C)C.[CH3:25][C:26]1[CH:33]=[CH:32][C:29]([CH2:30]Cl)=[CH:28][CH:27]=1.C(OC(N1CCC2C(=C(C3C=CC(Cl)=CC=3)N(CC3C=CC(C)=CC=3)N=2)CC1)=O)(C)(C)C, predict the reaction product. The product is: [Cl:24][C:21]1[CH:20]=[CH:19][C:18]([C:12]2[C:11]3[CH2:10][CH2:9][NH:8][CH2:17][CH2:16][C:15]=3[N:14]([CH2:25][C:26]3[CH:33]=[CH:32][C:29]([CH3:30])=[CH:28][CH:27]=3)[N:13]=2)=[CH:23][CH:22]=1. (4) Given the reactants [NH2:1][C:2]1[CH:3]=[CH:4][C:5]2[N:9]=[CH:8][N:7]([CH:10]([C:17]3[CH:22]=[CH:21][CH:20]=[CH:19][CH:18]=3)[CH2:11][C:12]([O:14][CH2:15]C)=[O:13])[C:6]=2[CH:23]=1.[C:24]1([N:30]=[C:31]=[O:32])[CH:29]=[CH:28][CH:27]=[CH:26][CH:25]=1.C(N(CC)C(C)C)(C)C.[CH3:42][OH:43], predict the reaction product. The product is: [NH:30]([C:31]([NH:1][C:2]1[CH:3]=[CH:4][C:5]2[N:9]=[CH:8][N:7]([CH:10]([C:17]3[CH:22]=[CH:21][CH:20]=[CH:19][CH:18]=3)[CH2:11][C:12]([O:14][CH3:15])=[O:13])[C:6]=2[CH:23]=1)=[O:32])[C:24]1[CH:29]=[CH:28][CH:27]=[CH:26][CH:25]=1.[NH2:30][C:24]1[CH:25]=[CH:26][CH:27]=[CH:28][C:29]=1[C:42]([NH:1][C:2]1[CH:3]=[CH:4][C:5]2[N:9]=[CH:8][N:7]([CH:10]([C:17]3[CH:18]=[CH:19][CH:20]=[CH:21][CH:22]=3)[CH2:11][C:12]([OH:14])=[O:13])[C:6]=2[CH:23]=1)=[O:43]. (5) Given the reactants FC(F)(F)C(O)=O.FC(F)(F)C(O)=O.FC(F)(F)C(O)=O.[F:22][C:23]1[C:40]([F:41])=[CH:39][C:26]2[N:27]=[C:28]([S:30][CH2:31][CH2:32][N:33]3[CH2:38][CH2:37][NH:36][CH2:35][CH2:34]3)[NH:29][C:25]=2[CH:24]=1.C(=O)([O-])[O-].[K+].[K+].Br[CH2:49][C:50]([NH:52][C:53]1[C:54]([O:66][CH2:67][C:68]([F:71])([F:70])[F:69])=[N:55][C:56]([CH3:65])=[CH:57][C:58]=1[O:59][CH2:60][C:61]([F:64])([F:63])[F:62])=[O:51], predict the reaction product. The product is: [F:22][C:23]1[C:40]([F:41])=[CH:39][C:26]2[N:27]=[C:28]([S:30][CH2:31][CH2:32][N:33]3[CH2:38][CH2:37][N:36]([CH2:49][C:50]([NH:52][C:53]4[C:54]([O:66][CH2:67][C:68]([F:71])([F:69])[F:70])=[N:55][C:56]([CH3:65])=[CH:57][C:58]=4[O:59][CH2:60][C:61]([F:63])([F:64])[F:62])=[O:51])[CH2:35][CH2:34]3)[NH:29][C:25]=2[CH:24]=1. (6) Given the reactants [NH2:1][C:2]1[O:6][N:5]=[C:4]([C:7]([CH3:10])([CH3:9])[CH3:8])[CH:3]=1.[Br:11]N1C(=O)CCC1=O, predict the reaction product. The product is: [NH2:1][C:2]1[O:6][N:5]=[C:4]([C:7]([CH3:10])([CH3:9])[CH3:8])[C:3]=1[Br:11]. (7) Given the reactants [CH3:1][C:2]1[C:16]([S:17]([CH3:20])(=[O:19])=[O:18])=[C:15]([C:21]([F:24])([F:23])[F:22])[CH:14]=[CH:13][C:3]=1[C:4]([NH:6][C:7]1[N:11]([CH3:12])[N:10]=[N:9][N:8]=1)=[O:5].I[CH2:26][CH3:27].C(=O)([O-])[O-].[K+].[K+], predict the reaction product. The product is: [CH2:26]([N:6]([C:7]1[N:11]([CH3:12])[N:10]=[N:9][N:8]=1)[C:4](=[O:5])[C:3]1[CH:13]=[CH:14][C:15]([C:21]([F:24])([F:22])[F:23])=[C:16]([S:17]([CH3:20])(=[O:19])=[O:18])[C:2]=1[CH3:1])[CH3:27]. (8) Given the reactants CN(C)C=O.F[C:7]1[CH:14]=[CH:13][C:10]([CH:11]=[O:12])=[CH:9][CH:8]=1.C(=O)([O-])[O-].[Na+].[Na+].[NH:21]1[CH2:26][CH2:25][CH:24]([OH:27])[CH2:23][CH2:22]1, predict the reaction product. The product is: [OH:27][CH:24]1[CH2:25][CH2:26][N:21]([C:7]2[CH:14]=[CH:13][C:10]([CH:11]=[O:12])=[CH:9][CH:8]=2)[CH2:22][CH2:23]1. (9) Given the reactants FC(F)(F)C(O)=O.[CH2:8]([O:10][C:11](=[O:52])[CH2:12][C:13]1[N:14]=[C:15]([C:18]2[CH:23]=[CH:22][C:21]([C:24]([C:29]3[CH:34]=[CH:33][C:32]([CH2:35][CH2:36][CH:37]([O:42][Si](C(C)(C)C)(C)C)[C:38]([CH3:41])([CH3:40])[CH3:39])=[C:31]([CH3:50])[CH:30]=3)([CH2:27][CH3:28])[CH2:25][CH3:26])=[CH:20][C:19]=2[CH3:51])[S:16][CH:17]=1)C, predict the reaction product. The product is: [CH3:8][O:10][C:11](=[O:52])[CH2:12][C:13]1[N:14]=[C:15]([C:18]2[CH:23]=[CH:22][C:21]([C:24]([CH2:27][CH3:28])([C:29]3[CH:34]=[CH:33][C:32]([CH2:35][CH2:36][CH:37]([OH:42])[C:38]([CH3:40])([CH3:41])[CH3:39])=[C:31]([CH3:50])[CH:30]=3)[CH2:25][CH3:26])=[CH:20][C:19]=2[CH3:51])[S:16][CH:17]=1. (10) Given the reactants [CH3:1][O:2][CH2:3]/[CH:4]=[CH:5]/[C:6]1[CH:7]=[N:8][C:9]2[C:14]([CH:15]=1)=[C:13]1[CH:16]=[CH:17][CH:18]=[CH:19][C:12]1=[N:11][C:10]=2[NH2:20].[H][H], predict the reaction product. The product is: [CH3:1][O:2][CH2:3][CH2:4][CH2:5][C:6]1[CH:7]=[N:8][C:9]2[C:14]([CH:15]=1)=[C:13]1[CH:16]=[CH:17][CH:18]=[CH:19][C:12]1=[N:11][C:10]=2[NH2:20].